From a dataset of Full USPTO retrosynthesis dataset with 1.9M reactions from patents (1976-2016). Predict the reactants needed to synthesize the given product. (1) Given the product [O:13]1[CH2:14][CH2:15][N:16]([CH2:19][CH2:20][O:21][C:22]2[CH:23]=[C:24]([NH:25][C:2]3[CH:7]=[CH:6][N:5]4[N:8]=[CH:9][C:10]([CH:11]=[O:12])=[C:4]4[N:3]=3)[CH:26]=[CH:27][CH:28]=2)[CH2:17][CH2:18]1, predict the reactants needed to synthesize it. The reactants are: Cl[C:2]1[CH:7]=[CH:6][N:5]2[N:8]=[CH:9][C:10]([CH:11]=[O:12])=[C:4]2[N:3]=1.[O:13]1[CH2:18][CH2:17][N:16]([CH2:19][CH2:20][O:21][C:22]2[CH:23]=[C:24]([CH:26]=[CH:27][CH:28]=2)[NH2:25])[CH2:15][CH2:14]1.ClCCl. (2) Given the product [Br:16][C:14]1[CH:15]=[C:10]([NH:8][C:5]2[CH:4]=[CH:3][C:2]([F:1])=[CH:7][N:6]=2)[C:11](=[O:18])[N:12]([CH3:17])[CH:13]=1, predict the reactants needed to synthesize it. The reactants are: [F:1][C:2]1[CH:3]=[CH:4][C:5]([NH2:8])=[N:6][CH:7]=1.Br[C:10]1[C:11](=[O:18])[N:12]([CH3:17])[CH:13]=[C:14]([Br:16])[CH:15]=1.C(=O)([O-])[O-].[Cs+].[Cs+].CC1(C)C2C(=C(P(C3C=CC=CC=3)C3C=CC=CC=3)C=CC=2)OC2C(P(C3C=CC=CC=3)C3C=CC=CC=3)=CC=CC1=2. (3) Given the product [CH2:1]([O:8][N:9]1[C:18]2[C:13](=[CH:14][C:15]([C:47]#[C:46][CH2:45][OH:48])=[CH:16][N:17]=2)[C:12]([NH:20][CH2:21][C:22]2[CH:27]=[CH:26][C:25]([O:28][CH3:29])=[CH:24][C:23]=2[O:30][CH3:31])=[C:11]([C:32]([NH:34][CH2:35][C:36]2[CH:41]=[CH:40][C:39]([F:42])=[CH:38][C:37]=2[F:43])=[O:33])[C:10]1=[O:44])[C:2]1[CH:7]=[CH:6][CH:5]=[CH:4][CH:3]=1, predict the reactants needed to synthesize it. The reactants are: [CH2:1]([O:8][N:9]1[C:18]2[C:13](=[CH:14][C:15](Br)=[CH:16][N:17]=2)[C:12]([NH:20][CH2:21][C:22]2[CH:27]=[CH:26][C:25]([O:28][CH3:29])=[CH:24][C:23]=2[O:30][CH3:31])=[C:11]([C:32]([NH:34][CH2:35][C:36]2[CH:41]=[CH:40][C:39]([F:42])=[CH:38][C:37]=2[F:43])=[O:33])[C:10]1=[O:44])[C:2]1[CH:7]=[CH:6][CH:5]=[CH:4][CH:3]=1.[CH2:45]([OH:48])[C:46]#[CH:47]. (4) Given the product [Cl:12][C:10]1[N:11]=[C:7]([S:24][CH3:25])[N:8]([CH2:14][O:15][CH2:16][CH2:17][Si:18]([CH3:21])([CH3:20])[CH3:19])[C:9]=1[CH:29]=[O:30], predict the reactants needed to synthesize it. The reactants are: [Li]CCCC.Br[C:7]1[N:8]([CH2:14][O:15][CH2:16][CH2:17][Si:18]([CH3:21])([CH3:20])[CH3:19])[C:9](Cl)=[C:10]([Cl:12])[N:11]=1.CS[S:24][CH3:25].CN([CH:29]=[O:30])C. (5) Given the product [C:33]([C:17]([NH:19][C:20](=[O:32])[C:21]1[CH:26]=[CH:25][C:24]([O:27][C:28]([F:31])([F:29])[F:30])=[CH:23][CH:22]=1)([CH3:18])[CH2:16][O:15][C:9]1[CH:10]=[CH:11][C:12]2[CH2:13][O:14][B:40]([OH:41])[C:7]=2[C:8]=1[CH2:35][CH2:36][CH3:37])#[N:34], predict the reactants needed to synthesize it. The reactants are: FC(F)(F)S(O[C:7]1[C:12]([CH:13]=[O:14])=[CH:11][CH:10]=[C:9]([O:15][CH2:16][C:17]([C:33]#[N:34])([NH:19][C:20](=[O:32])[C:21]2[CH:26]=[CH:25][C:24]([O:27][C:28]([F:31])([F:30])[F:29])=[CH:23][CH:22]=2)[CH3:18])[C:8]=1[CH2:35][CH2:36][CH3:37])(=O)=O.[B:40]1(B2OC(C)(C)C(C)(C)O2)OC(C)(C)C(C)(C)[O:41]1.C(O[K])(C)=O. (6) Given the product [CH3:1][N:2]1[C:6]2[CH:7]=[C:8]([N:11]3[CH:16]=[C:15]([C:17]([O:19][CH2:20][CH3:21])=[O:18])[C:14](=[O:22])[N:13]([CH2:26][C:27]4[CH:32]=[CH:31][CH:30]=[C:29]([C:33]([F:34])([F:35])[F:36])[C:28]=4[CH3:37])[C:12]3=[O:23])[CH:9]=[CH:10][C:5]=2[NH:4][C:3]1=[O:24], predict the reactants needed to synthesize it. The reactants are: [CH3:1][N:2]1[C:6]2[CH:7]=[C:8]([N:11]3[CH:16]=[C:15]([C:17]([O:19][CH2:20][CH3:21])=[O:18])[C:14](=[O:22])[NH:13][C:12]3=[O:23])[CH:9]=[CH:10][C:5]=2[NH:4][C:3]1=[O:24].Br[CH2:26][C:27]1[CH:32]=[CH:31][CH:30]=[C:29]([C:33]([F:36])([F:35])[F:34])[C:28]=1[CH3:37].C(=O)([O-])[O-].[K+].[K+].[I-].[K+]. (7) Given the product [C:33]([C:36]1[CH:41]=[CH:40][C:39]([C:2]2[CH:3]=[CH:4][C:5]([NH:8][CH2:9][C:10]3[CH:15]=[CH:14][C:13]([Cl:16])=[CH:12][C:11]=3[C:17]3[CH:18]=[CH:19][C:20]([C:23]([NH:25][CH2:26][CH2:27][C:28]([OH:30])=[O:29])=[O:24])=[N:21][CH:22]=3)=[CH:6][CH:7]=2)=[CH:38][CH:37]=1)(=[O:35])[CH3:34], predict the reactants needed to synthesize it. The reactants are: Br[C:2]1[CH:7]=[CH:6][C:5]([NH:8][CH2:9][C:10]2[CH:15]=[CH:14][C:13]([Cl:16])=[CH:12][C:11]=2[C:17]2[CH:18]=[CH:19][C:20]([C:23]([NH:25][CH2:26][CH2:27][C:28]([O:30]CC)=[O:29])=[O:24])=[N:21][CH:22]=2)=[CH:4][CH:3]=1.[C:33]([C:36]1[CH:41]=[CH:40][C:39](B(O)O)=[CH:38][CH:37]=1)(=[O:35])[CH3:34].C([O-])([O-])=O.[Na+].[Na+].Cl. (8) Given the product [Cl:11][C:9]1[CH:10]=[C:2]([OH:27])[C:3]2[CH:4]=[N:5][N:6]([C:12]3[CH:17]=[CH:16][C:15]([O:18][CH2:19][C:20]4[CH:25]=[CH:24][CH:23]=[CH:22][CH:21]=4)=[C:14]([F:26])[CH:13]=3)[C:7]=2[CH:8]=1, predict the reactants needed to synthesize it. The reactants are: Br[C:2]1[CH:10]=[C:9]([Cl:11])[CH:8]=[C:7]2[C:3]=1[CH:4]=[N:5][N:6]2[C:12]1[CH:17]=[CH:16][C:15]([O:18][CH2:19][C:20]2[CH:25]=[CH:24][CH:23]=[CH:22][CH:21]=2)=[C:14]([F:26])[CH:13]=1.[OH-:27].[K+].CC(P(C(C)(C)C)C1C=CC=CC=1C1C(C(C)C)=CC(C(C)C)=CC=1C(C)C)(C)C.